Task: Predict the reaction yield, written as a fraction of the theoretical maximum amount of product (1.0 means a 100% yield; for example, 0.34 means a 34% yield).. Dataset: Reaction yield outcomes from USPTO patents with 853,638 reactions The reactants are [C:1]([O:5][C:6](=[O:34])[NH:7][C:8]1[CH:9]=[C:10]2[CH:16]=[C:15]([CH:17]([OH:24])[CH2:18][CH:19]3[CH2:23][CH2:22][CH2:21][CH2:20]3)[N:14]([S:25]([C:28]3[CH:33]=[CH:32][CH:31]=[CH:30][CH:29]=3)(=[O:27])=[O:26])[C:11]2=[N:12][CH:13]=1)([CH3:4])([CH3:3])[CH3:2].CC(OI1(OC(C)=O)(OC(C)=O)OC(=O)C2C=CC=CC1=2)=O. The catalyst is ClCCl. The product is [C:1]([O:5][C:6](=[O:34])[NH:7][C:8]1[CH:9]=[C:10]2[CH:16]=[C:15]([C:17](=[O:24])[CH2:18][CH:19]3[CH2:23][CH2:22][CH2:21][CH2:20]3)[N:14]([S:25]([C:28]3[CH:33]=[CH:32][CH:31]=[CH:30][CH:29]=3)(=[O:27])=[O:26])[C:11]2=[N:12][CH:13]=1)([CH3:4])([CH3:2])[CH3:3]. The yield is 0.660.